This data is from Catalyst prediction with 721,799 reactions and 888 catalyst types from USPTO. The task is: Predict which catalyst facilitates the given reaction. (1) Product: [CH2:9]([N:16]1[CH:8]=[C:7]([C:1]2[CH:6]=[CH:5][CH:4]=[CH:3][CH:2]=2)[N:18]=[N:17]1)[C:10]1[CH:15]=[CH:14][CH:13]=[CH:12][CH:11]=1. The catalyst class is: 4. Reactant: [C:1]1([C:7]#[CH:8])[CH:6]=[CH:5][CH:4]=[CH:3][CH:2]=1.[CH2:9]([N:16]=[N+:17]=[N-:18])[C:10]1[CH:15]=[CH:14][CH:13]=[CH:12][CH:11]=1. (2) Reactant: [F:1][C:2]1[CH:7]=[C:6]([F:8])[CH:5]=[CH:4][C:3]=1[N:9]1[C:17](=[O:18])[C:16]2[C@@H:15]3[C:19]([CH3:21])([CH3:20])[C@@:12]([CH3:22])([CH2:13][CH2:14]3)[C:11]=2[NH:10]1.[F:23][C:24]([F:34])([F:33])[C:25]1[CH:32]=[CH:31][CH:30]=[CH:29][C:26]=1[CH2:27]Br.ClCCl. Product: [F:1][C:2]1[CH:7]=[C:6]([F:8])[CH:5]=[CH:4][C:3]=1[N:9]1[C:17](=[O:18])[C:16]2[C@@H:15]3[C:19]([CH3:21])([CH3:20])[C@@:12]([CH3:22])([CH2:13][CH2:14]3)[C:11]=2[N:10]1[CH2:27][C:26]1[CH:29]=[CH:30][CH:31]=[CH:32][C:25]=1[C:24]([F:23])([F:33])[F:34]. The catalyst class is: 711.